This data is from Catalyst prediction with 721,799 reactions and 888 catalyst types from USPTO. The task is: Predict which catalyst facilitates the given reaction. (1) Reactant: [NH2:1][C:2]1[CH:7]=[CH:6][C:5]([C:8]2([C:11]#[N:12])[CH2:10][CH2:9]2)=[CH:4][CH:3]=1.[C:13](=O)(OC1C=CC=CC=1)[O:14]Cl.[CH3:24][C@H:25]1[CH2:30][NH:29][C@H:28]([CH3:31])[CH2:27][N:26]1[C:32]1[CH:39]=[C:38]([O:40][CH3:41])[C:35]([C:36]#[N:37])=[C:34]([F:42])[CH:33]=1. Product: [C:11]([C:8]1([C:5]2[CH:4]=[CH:3][C:2]([NH:1][C:13]([N:29]3[CH2:30][C@H:25]([CH3:24])[N:26]([C:32]4[CH:39]=[C:38]([O:40][CH3:41])[C:35]([C:36]#[N:37])=[C:34]([F:42])[CH:33]=4)[CH2:27][C@H:28]3[CH3:31])=[O:14])=[CH:7][CH:6]=2)[CH2:9][CH2:10]1)#[N:12]. The catalyst class is: 17. (2) Reactant: CO[C:3](=[O:12])[CH2:4][C@H:5]1[CH2:9][CH2:8][C@H:7]([O:10][CH3:11])[CH2:6]1.O([Si](C)(C)C)[K].Cl.Cl.Cl.[S:22]1[C:26]2=[C:27]([N:31]3[CH2:36][CH2:35][N:34]([CH2:37][CH2:38][C@H:39]4[CH2:44][CH2:43][C@H:42]([NH2:45])[CH2:41][CH2:40]4)[CH2:33][CH2:32]3)[N:28]=[CH:29][CH:30]=[C:25]2[CH:24]=[CH:23]1.CCN(C(C)C)C(C)C.CN(C(ON1N=NC2C=CC=CC1=2)=[N+](C)C)C.[B-](F)(F)(F)F.C([O-])(O)=O.[Na+]. Product: [CH3:11][O:10][C@H:7]1[CH2:8][CH2:9][C@H:5]([CH2:4][C:3]([NH:45][C@H:42]2[CH2:43][CH2:44][C@H:39]([CH2:38][CH2:37][N:34]3[CH2:35][CH2:36][N:31]([C:27]4[N:28]=[CH:29][CH:30]=[C:25]5[CH:24]=[CH:23][S:22][C:26]=45)[CH2:32][CH2:33]3)[CH2:40][CH2:41]2)=[O:12])[CH2:6]1. The catalyst class is: 2.